From a dataset of Peptide-MHC class II binding affinity with 134,281 pairs from IEDB. Regression. Given a peptide amino acid sequence and an MHC pseudo amino acid sequence, predict their binding affinity value. This is MHC class II binding data. (1) The peptide sequence is VPAAIMMILSTIISG. The MHC is H-2-IAb with pseudo-sequence H-2-IAb. The binding affinity (normalized) is 0. (2) The binding affinity (normalized) is 0.428. The MHC is DRB1_1302 with pseudo-sequence DRB1_1302. The peptide sequence is EDLVRAYHAMSSTHE. (3) The peptide sequence is RRGLSAWTTSVKADV. The MHC is DRB1_0101 with pseudo-sequence DRB1_0101. The binding affinity (normalized) is 0.745. (4) The peptide sequence is MKINRQILDNAAKYV. The MHC is DRB4_0101 with pseudo-sequence DRB4_0103. The binding affinity (normalized) is 0.238. (5) The peptide sequence is LSPISNMVSMANNHM. The MHC is DRB1_0404 with pseudo-sequence DRB1_0404. The binding affinity (normalized) is 0.178. (6) The peptide sequence is KSVVVLNRKTFEREY. The MHC is DRB3_0301 with pseudo-sequence DRB3_0301. The binding affinity (normalized) is 0.657. (7) The peptide sequence is ITDAVGNDMPGGYCL. The MHC is DRB1_0901 with pseudo-sequence DRB1_0901. The binding affinity (normalized) is 0.198. (8) The peptide sequence is ALLPRAGAAAAAALP. The MHC is DRB1_0301 with pseudo-sequence DRB1_0301. The binding affinity (normalized) is 0.